Dataset: Forward reaction prediction with 1.9M reactions from USPTO patents (1976-2016). Task: Predict the product of the given reaction. (1) Given the reactants [Cl:1][C:2]1[CH:7]=[CH:6][C:5]([C:8]2[N:9]([CH2:23][C@H:24]([OH:29])[C:25]([F:28])([F:27])[F:26])[C:10](=[O:22])[N:11]([CH2:13][C:14]3[N:18]=[C:17]([CH:19]([OH:21])[CH3:20])[NH:16][N:15]=3)[N:12]=2)=[CH:4][CH:3]=1.[CH2:30]([C:32]1[CH:37]=[CH:36][CH:35]=[CH:34][C:33]=1B(O)O)[CH3:31], predict the reaction product. The product is: [Cl:1][C:2]1[CH:3]=[CH:4][C:5]([C:8]2[N:9]([CH2:23][C@H:24]([OH:29])[C:25]([F:26])([F:28])[F:27])[C:10](=[O:22])[N:11]([CH2:13][C:14]3[N:18]=[C:17]([CH:19]([OH:21])[CH3:20])[N:16]([C:33]4[CH:34]=[CH:35][CH:36]=[CH:37][C:32]=4[CH2:30][CH3:31])[N:15]=3)[N:12]=2)=[CH:6][CH:7]=1. (2) The product is: [CH3:14][C:13]1[NH:33][C:10]([CH3:15])=[CH:11][C:12]=1[C:16]1[CH:17]=[CH:18][CH:19]=[C:20]([C:22]2[CH:23]=[CH:28][C:17]([CH:18]3[CH2:19][CH2:20][NH:21][C:30]3=[O:32])=[CH:16][CH:26]=2)[N:21]=1. Given the reactants C(C([C:10]1[CH:15]=[CH:14][CH:13]=[C:12]([C:16]2[N:21]=[C:20]([C:22]3[CH:26]=C(C)N[C:23]=3[CH3:28])[CH:19]=[CH:18][CH:17]=2)[CH:11]=1)(CC#N)C([O-])=O)C.Cl.[CH:30]([O-:32])=O.[NH4+:33], predict the reaction product. (3) The product is: [Cl:22][C:20]1[CH:19]=[CH:18][C:17]([O:23][CH3:24])=[C:16]([C:11]2([O:14][CH3:15])[CH2:10][CH2:9][NH:8][CH2:13][CH2:12]2)[CH:21]=1.[ClH:22]. Given the reactants C(OC([N:8]1[CH2:13][CH2:12][C:11]([C:16]2[CH:21]=[C:20]([Cl:22])[CH:19]=[CH:18][C:17]=2[O:23][CH3:24])([O:14][CH3:15])[CH2:10][CH2:9]1)=O)(C)(C)C, predict the reaction product. (4) The product is: [Cl:21][CH2:20][CH2:19][CH2:18][CH2:22][O:1][C:2]1[C:6]([CH3:15])([CH2:7][CH2:8][CH2:9][CH2:10][CH2:11][CH2:12][CH2:13][CH3:14])[S:5][C:4](=[O:16])[CH:3]=1. Given the reactants [OH:1][C:2]1[C:6]([CH3:15])([CH2:7][CH2:8][CH2:9][CH2:10][CH2:11][CH2:12][CH2:13][CH3:14])[S:5][C:4](=[O:16])[CH:3]=1.I[CH:18]([CH3:22])[CH2:19][CH2:20][Cl:21], predict the reaction product. (5) Given the reactants [CH2:1]([Mg]Br)[CH:2]([CH3:4])[CH3:3].[CH3:7][C:8]([S@@:11](/[N:13]=[CH:14]/[C:15]1[CH:20]=[CH:19][C:18]([C:21]2[CH:26]=[CH:25][C:24]([C:27]([F:30])([F:29])[F:28])=[CH:23][N:22]=2)=[CH:17][CH:16]=1)=[O:12])([CH3:10])[CH3:9], predict the reaction product. The product is: [CH3:10][C:8]([S@@:11]([NH:13][C@H:14]([C:15]1[CH:16]=[CH:17][C:18]([C:21]2[CH:26]=[CH:25][C:24]([C:27]([F:30])([F:28])[F:29])=[CH:23][N:22]=2)=[CH:19][CH:20]=1)[CH2:1][CH:2]([CH3:4])[CH3:3])=[O:12])([CH3:7])[CH3:9]. (6) Given the reactants [CH2:1]([O:8][C:9]1[CH:14]=[CH:13][C:12]([CH2:15][C:16]2[C:17](=[O:24])[NH:18][NH:19][C:20]=2[CH:21]([CH3:23])[CH3:22])=[C:11]([CH3:25])[CH:10]=1)[C:2]1[CH:7]=[CH:6][CH:5]=[CH:4][CH:3]=1.[C:26]([O:32][C@@H:33]1[C@@H:38]([O:39][C:40](=[O:45])[C:41]([CH3:44])([CH3:43])[CH3:42])[C@H:37]([O:46][C:47](=[O:52])[C:48]([CH3:51])([CH3:50])[CH3:49])[C@@H:36]([CH2:53][O:54][C:55](=[O:60])[C:56]([CH3:59])([CH3:58])[CH3:57])[O:35][C@@H:34]1Br)(=[O:31])[C:27]([CH3:30])([CH3:29])[CH3:28].C(OCCCOC1C=CC(CC2C(=O)NNC=2C(C)C)=CC=1)C1C=CC=CC=1.CC(OC[C@H]1O[C@H](Br)[C@H](OC(C)=O)[C@@H](OC(C)=O)[C@@H]1OC(C)=O)=O, predict the reaction product. The product is: [CH2:1]([O:8][C:9]1[CH:14]=[CH:13][C:12]([CH2:15][C:16]2[C:17]([O:24][C@@H:34]3[O:35][C@H:36]([CH2:53][O:54][C:55](=[O:60])[C:56]([CH3:59])([CH3:58])[CH3:57])[C@@H:37]([O:46][C:47](=[O:52])[C:48]([CH3:49])([CH3:50])[CH3:51])[C@H:38]([O:39][C:40](=[O:45])[C:41]([CH3:42])([CH3:43])[CH3:44])[C@H:33]3[O:32][C:26](=[O:31])[C:27]([CH3:30])([CH3:28])[CH3:29])=[N:18][NH:19][C:20]=2[CH:21]([CH3:22])[CH3:23])=[C:11]([CH3:25])[CH:10]=1)[C:2]1[CH:3]=[CH:4][CH:5]=[CH:6][CH:7]=1.